This data is from Reaction yield outcomes from USPTO patents with 853,638 reactions. The task is: Predict the reaction yield, written as a fraction of the theoretical maximum amount of product (1.0 means a 100% yield; for example, 0.34 means a 34% yield). The reactants are O.NN.[Cl:4][C:5]1[CH:6]=[C:7]([C:13](=O)[C:14]([OH:16])=[O:15])[CH:8]=[CH:9][C:10]=1[S:11][CH3:12].[OH-].[K+].C(OCC)(=O)C.CCCCCC. The catalyst is O.C(OCC)(=O)C. The product is [Cl:4][C:5]1[CH:6]=[C:7]([CH2:13][C:14]([OH:16])=[O:15])[CH:8]=[CH:9][C:10]=1[S:11][CH3:12]. The yield is 0.850.